This data is from Forward reaction prediction with 1.9M reactions from USPTO patents (1976-2016). The task is: Predict the product of the given reaction. (1) Given the reactants [CH2:1]([O:3][C:4]1[CH:5]=[C:6]([C:14]2[CH:19]=[C:18]([C:20]([F:23])([F:22])[F:21])[N:17]3[N:24]=[CH:25][C:26]([C:27]([OH:29])=O)=[C:16]3[N:15]=2)[CH:7]=[CH:8][C:9]=1[C:10]([F:13])([F:12])[F:11])[CH3:2].[NH2:30][C:31]1[CH:32]=[C:33]([S:37]([NH:40][CH2:41][CH3:42])(=[O:39])=[O:38])[CH:34]=[CH:35][CH:36]=1, predict the reaction product. The product is: [CH2:41]([NH:40][S:37]([C:33]1[CH:32]=[C:31]([NH:30][C:27]([C:26]2[CH:25]=[N:24][N:17]3[C:18]([C:20]([F:22])([F:23])[F:21])=[CH:19][C:14]([C:6]4[CH:7]=[CH:8][C:9]([C:10]([F:12])([F:11])[F:13])=[C:4]([O:3][CH2:1][CH3:2])[CH:5]=4)=[N:15][C:16]=23)=[O:29])[CH:36]=[CH:35][CH:34]=1)(=[O:39])=[O:38])[CH3:42]. (2) Given the reactants Cl[C:2]1[N:7]=[C:6]([C:8]2[S:12][C:11]([CH:13]([CH3:15])[CH3:14])=[N:10][C:9]=2[C:16]2[CH:17]=[C:18]([NH:22][S:23]([C:26]3[C:31]([F:32])=[CH:30][CH:29]=[CH:28][C:27]=3[F:33])(=[O:25])=[O:24])[CH:19]=[CH:20][CH:21]=2)[CH:5]=[CH:4][N:3]=1.[NH2:34][C:35]1[CH:36]=[CH:37][C:38]([O:44][CH3:45])=[C:39]([N:41]([CH3:43])[CH3:42])[CH:40]=1.Cl.O1CCOCC1.[F:53][C:54]([F:58])([F:57])[CH2:55][OH:56], predict the reaction product. The product is: [F:53][C:54]([F:58])([F:57])[C:55]([OH:24])=[O:56].[CH3:43][N:41]([CH3:42])[C:39]1[CH:40]=[C:35]([NH:34][C:2]2[N:7]=[C:6]([C:8]3[S:12][C:11]([CH:13]([CH3:15])[CH3:14])=[N:10][C:9]=3[C:16]3[CH:17]=[C:18]([NH:22][S:23]([C:26]4[C:31]([F:32])=[CH:30][CH:29]=[CH:28][C:27]=4[F:33])(=[O:25])=[O:24])[CH:19]=[CH:20][CH:21]=3)[CH:5]=[CH:4][N:3]=2)[CH:36]=[CH:37][C:38]=1[O:44][CH3:45]. (3) Given the reactants CCCCCC.C([Li])CCC.Br[C:13]1[CH:22]=[C:21]([Br:23])[C:20]2[C:15](=[CH:16][CH:17]=[CH:18][CH:19]=2)[C:14]=1[O:24][CH3:25].CN(C)[CH:28]=[O:29].[Cl-].[NH4+], predict the reaction product. The product is: [Br:23][C:21]1[C:20]2[C:15](=[CH:16][CH:17]=[CH:18][CH:19]=2)[C:14]([O:24][CH3:25])=[C:13]([CH:28]=[O:29])[CH:22]=1. (4) Given the reactants [CH:1](=O)[CH2:2][CH2:3][CH2:4][CH2:5][CH2:6][CH2:7][CH2:8][CH3:9].[ClH:11].Cl.[F:13][C:14]([F:30])([F:29])[O:15][C:16]1[CH:21]=[CH:20][C:19]([NH:22][C:23]([NH:25][C:26]([NH2:28])=[NH:27])=[NH:24])=[CH:18][CH:17]=1, predict the reaction product. The product is: [ClH:11].[CH2:2]([CH:1]1[N:22]([C:19]2[CH:20]=[CH:21][C:16]([O:15][C:14]([F:13])([F:29])[F:30])=[CH:17][CH:18]=2)[C:23]([NH2:24])=[N:25][C:26]([NH2:28])=[N:27]1)[CH2:3][CH2:4][CH2:5][CH2:6][CH2:7][CH2:8][CH3:9]. (5) Given the reactants [OH:1][C:2]1[CH:7]=[CH:6][C:5]([CH:8]2[CH2:12][C:11]3([CH2:17][CH2:16][N:15]([C:18]([O:20][C:21]([CH3:24])([CH3:23])[CH3:22])=[O:19])[CH2:14][CH2:13]3)[O:10][CH2:9]2)=[CH:4][CH:3]=1.CO.[C:27](=[O:29])=[O:28], predict the reaction product. The product is: [OH:1][C:2]1[CH:7]=[CH:6][C:5]([C@H:8]2[CH2:12][C:11]3([CH2:13][CH2:14][N:15]([C:18]([O:20][C:21]([CH3:24])([CH3:23])[CH3:22])=[O:19])[CH2:16][CH2:17]3)[O:10][CH2:9]2)=[CH:4][CH:3]=1.[CH3:27][OH:28].[C:27](=[O:29])=[O:28]. (6) Given the reactants F[C:2]1[CH:7]=[C:6](F)[CH:5]=[CH:4][C:3]=1[N:9](CC1C=CC(OC)=CC=1)[C:10]([C:12]1[S:16][C:15]([NH:17][C:18]2[CH:23]=[CH:22][C:21]([C:24](=[O:33])/[CH:25]=[CH:26]/[CH2:27][N:28]3[CH2:32][CH2:31][CH2:30][CH2:29]3)=[CH:20][CH:19]=2)=[N:14][CH:13]=1)=[O:11].O.C(C1C(=O)C(Cl)=C(Cl)C(=O)C=1C#N)#N, predict the reaction product. The product is: [C:3]1([NH:9][C:10]([C:12]2[S:16][C:15]([NH:17][C:18]3[CH:23]=[CH:22][C:21]([C:24](=[O:33])/[CH:25]=[CH:26]/[CH2:27][N:28]4[CH2:29][CH2:30][CH2:31][CH2:32]4)=[CH:20][CH:19]=3)=[N:14][CH:13]=2)=[O:11])[CH:4]=[CH:5][CH:6]=[CH:7][CH:2]=1.